Task: Predict the reaction yield, written as a fraction of the theoretical maximum amount of product (1.0 means a 100% yield; for example, 0.34 means a 34% yield).. Dataset: Reaction yield outcomes from USPTO patents with 853,638 reactions (1) The reactants are [CH3:1][O:2][C:3](=[O:30])[NH:4][C@H:5]([C:9]([N:11]1[CH2:16][C@@H:15]([CH3:17])[CH2:14][CH2:13][C@H:12]1[C:18]1[NH:19][C:20]([C:23]2[CH:28]=[CH:27][C:26](Br)=[CH:25][CH:24]=2)=[CH:21][N:22]=1)=[O:10])[CH:6]([CH3:8])[CH3:7].[B:31]1([B:31]2[O:35][C:34]([CH3:37])([CH3:36])[C:33]([CH3:39])([CH3:38])[O:32]2)[O:35][C:34]([CH3:37])([CH3:36])[C:33]([CH3:39])([CH3:38])[O:32]1.C([O-])(=O)C.[K+]. The catalyst is O1CCOCC1.C1C=CC(P(C2C=CC=CC=2)[C-]2C=CC=C2)=CC=1.C1C=CC(P(C2C=CC=CC=2)[C-]2C=CC=C2)=CC=1.Cl[Pd]Cl.[Fe+2]. The product is [CH3:1][O:2][C:3](=[O:30])[NH:4][C@H:5]([C:9]([N:11]1[CH2:16][C@@H:15]([CH3:17])[CH2:14][CH2:13][C@H:12]1[C:18]1[NH:19][C:20]([C:23]2[CH:28]=[CH:27][C:26]([B:31]3[O:35][C:34]([CH3:37])([CH3:36])[C:33]([CH3:39])([CH3:38])[O:32]3)=[CH:25][CH:24]=2)=[CH:21][N:22]=1)=[O:10])[CH:6]([CH3:8])[CH3:7]. The yield is 0.240. (2) The reactants are [Cl:1][C:2]1[CH:3]=[C:4]([NH:10][C:11]([C:13]2[C:14]3[CH2:15][C:16](=[O:22])[NH:17][C:18]=3[CH:19]=[CH:20][CH:21]=2)=[O:12])[CH:5]=[CH:6][C:7]=1[O:8][CH3:9].[CH2:23]([N:25]([CH2:41][CH3:42])[CH2:26][CH2:27][CH2:28][NH:29][C:30]([C:32]1[C:36]([CH3:37])=[C:35]([CH:38]=O)[NH:34][C:33]=1[CH3:40])=[O:31])[CH3:24]. No catalyst specified. The product is [Cl:1][C:2]1[CH:3]=[C:4]([NH:10][C:11]([C:13]2[C:14]3[C:15](=[CH:38][C:35]4[NH:34][C:33]([CH3:40])=[C:32]([C:30](=[O:31])[NH:29][CH2:28][CH2:27][CH2:26][N:25]([CH2:41][CH3:42])[CH2:23][CH3:24])[C:36]=4[CH3:37])[C:16](=[O:22])[NH:17][C:18]=3[CH:19]=[CH:20][CH:21]=2)=[O:12])[CH:5]=[CH:6][C:7]=1[O:8][CH3:9]. The yield is 0.850.